This data is from Catalyst prediction with 721,799 reactions and 888 catalyst types from USPTO. The task is: Predict which catalyst facilitates the given reaction. (1) Reactant: C([O:3][C:4](=[O:39])[CH2:5][O:6][C:7]1[CH:12]=[C:11]([CH:13]([CH3:15])[CH3:14])[CH:10]=[CH:9][C:8]=1[CH2:16][CH2:17][N:18]([S:26]([C:29]1[CH:34]=[C:33]([C:35](=[NH:37])[NH2:36])[CH:32]=[CH:31][C:30]=1[OH:38])(=[O:28])=[O:27])[CH2:19][C:20]1[N:21]=[C:22]([CH3:25])[S:23][CH:24]=1)C.[OH-].[Na+]. Product: [C:35]([C:33]1[CH:32]=[CH:31][C:30]([OH:38])=[C:29]([S:26]([N:18]([CH2:19][C:20]2[N:21]=[C:22]([CH3:25])[S:23][CH:24]=2)[CH2:17][CH2:16][C:8]2[CH:9]=[CH:10][C:11]([CH:13]([CH3:14])[CH3:15])=[CH:12][C:7]=2[O:6][CH2:5][C:4]([OH:39])=[O:3])(=[O:27])=[O:28])[CH:34]=1)(=[NH:36])[NH2:37]. The catalyst class is: 8. (2) Reactant: [I-].C[S+](C)(C)=O.CC([O-])(C)C.[K+].[C:13]([O:17][C:18]([N:20]1[C:24](=O)[CH2:23][CH2:22][C@H:21]1C(OC(C)(C)C)=O)=[O:19])([CH3:16])([CH3:15])[CH3:14]. Product: [C:13]([O:17][C:18]([N:20]1[CH2:24][CH2:23][CH2:22][CH2:21]1)=[O:19])([CH3:16])([CH3:14])[CH3:15]. The catalyst class is: 16. (3) Reactant: [NH:1]1[C@H:5]([C:6]([OH:8])=[O:7])[CH2:4][C@H:3]2[CH2:9][CH2:10][CH2:11][C@@H:2]12.C([O-])(O)=O.[Na+].[C:17](O[C:17]([O:19][C:20]([CH3:23])([CH3:22])[CH3:21])=[O:18])([O:19][C:20]([CH3:23])([CH3:22])[CH3:21])=[O:18]. The catalyst class is: 249. Product: [C:20]([O:19][C:17]([N:1]1[C@H:5]([C:6]([OH:8])=[O:7])[CH2:4][C@H:3]2[CH2:9][CH2:10][CH2:11][C@@H:2]12)=[O:18])([CH3:23])([CH3:22])[CH3:21]. (4) Reactant: Br[C:2]1[N:7]=[CH:6][C:5]([OH:8])=[CH:4][C:3]=1[Cl:9].[C:10]1(B(O)O)[CH:15]=[CH:14][CH:13]=[CH:12][CH:11]=1.C([O-])([O-])=O.[Na+].[Na+]. Product: [Cl:9][C:3]1[CH:4]=[C:5]([OH:8])[CH:6]=[N:7][C:2]=1[C:10]1[CH:15]=[CH:14][CH:13]=[CH:12][CH:11]=1. The catalyst class is: 12. (5) Reactant: [Br:1][C:2]1[C:3](=[O:12])[NH:4][N:5]([CH3:11])[C:6]=1[C:7]([F:10])([F:9])[F:8].F[B-](F)(F)F.[CH3:18][O+](C)C. Product: [Br:1][C:2]1[C:3](=[O:12])[N:4]([CH3:18])[N:5]([CH3:11])[C:6]=1[C:7]([F:9])([F:10])[F:8]. The catalyst class is: 2. (6) Reactant: [CH2:1]([C:3]1[CH:4]=[CH:5][C:6]([O:17][CH3:18])=[C:7]([C:9]([C:11]2[CH:16]=[CH:15][CH:14]=[CH:13][CH:12]=2)=[O:10])[CH:8]=1)[CH3:2].[CH3:19][Mg]Br.Cl. Product: [CH2:1]([C:3]1[CH:4]=[CH:5][C:6]([O:17][CH3:18])=[C:7]([C:9]([C:11]2[CH:16]=[CH:15][CH:14]=[CH:13][CH:12]=2)([OH:10])[CH3:19])[CH:8]=1)[CH3:2]. The catalyst class is: 28. (7) Reactant: Br[C:2]1[C:7]([F:8])=[CH:6][C:5]([S:9]([NH:12][CH2:13][CH:14]2[CH2:16][CH2:15]2)(=[O:11])=[O:10])=[C:4]([F:17])[CH:3]=1.[C:18]([C:20]1[N:24]([CH3:25])[C:23](B(O)O)=[CH:22][CH:21]=1)#[N:19].[F-].[K+].C(P(C(C)(C)C)C(C)(C)C)(C)(C)C. Product: [C:18]([C:20]1[N:24]([CH3:25])[C:23]([C:2]2[C:7]([F:8])=[CH:6][C:5]([S:9]([NH:12][CH2:13][CH:14]3[CH2:16][CH2:15]3)(=[O:11])=[O:10])=[C:4]([F:17])[CH:3]=2)=[CH:22][CH:21]=1)#[N:19]. The catalyst class is: 110.